Dataset: Full USPTO retrosynthesis dataset with 1.9M reactions from patents (1976-2016). Task: Predict the reactants needed to synthesize the given product. (1) Given the product [NH:11]1[CH2:43][CH2:42][CH2:41][C@H:12]1[C:13]([NH:15][C@H:16]([C:28]([NH:30][CH2:31][CH2:32][NH:33][C:34]([O:36][C:37]([CH3:40])([CH3:39])[CH3:38])=[O:35])=[O:29])[CH2:17][CH2:18][CH2:19][NH:20][C:21]([O:23][C:24]([CH3:26])([CH3:27])[CH3:25])=[O:22])=[O:14], predict the reactants needed to synthesize it. The reactants are: C(OC([N:11]1[CH2:43][CH2:42][CH2:41][C@H:12]1[C:13]([NH:15][C@H:16]([C:28]([NH:30][CH2:31][CH2:32][NH:33][C:34]([O:36][C:37]([CH3:40])([CH3:39])[CH3:38])=[O:35])=[O:29])[CH2:17][CH2:18][CH2:19][NH:20][C:21]([O:23][C:24]([CH3:27])([CH3:26])[CH3:25])=[O:22])=[O:14])=O)C1C=CC=CC=1. (2) Given the product [CH3:1][N:2]([CH2:3][C:4]1[C:12]2[C:7](=[CH:8][C:9]([CH3:13])=[CH:10][CH:11]=2)[NH:6][CH:5]=1)[CH:23]=[O:24], predict the reactants needed to synthesize it. The reactants are: [CH3:1][NH:2][CH2:3][C:4]1[C:12]2[C:7](=[CH:8][C:9]([CH3:13])=[CH:10][CH:11]=2)[NH:6][CH:5]=1.C(N(C(C)C)CC)(C)C.[CH:23](OC1C=CC([N+]([O-])=O)=CC=1)=[O:24].